Regression. Given a peptide amino acid sequence and an MHC pseudo amino acid sequence, predict their binding affinity value. This is MHC class I binding data. From a dataset of Peptide-MHC class I binding affinity with 185,985 pairs from IEDB/IMGT. (1) The peptide sequence is TESDAIRTL. The MHC is HLA-B58:01 with pseudo-sequence HLA-B58:01. The binding affinity (normalized) is 0.0847. (2) The peptide sequence is KLVYLIVGV. The MHC is HLA-A02:01 with pseudo-sequence HLA-A02:01. The binding affinity (normalized) is 0.878. (3) The peptide sequence is AYIDNYNKF. The MHC is HLA-B53:01 with pseudo-sequence HLA-B53:01. The binding affinity (normalized) is 0.237. (4) The binding affinity (normalized) is 0.0847. The MHC is HLA-A02:01 with pseudo-sequence HLA-A02:01. The peptide sequence is FPNLQVDPT. (5) The peptide sequence is AYIDNYNKV. The MHC is HLA-B51:01 with pseudo-sequence HLA-B51:01. The binding affinity (normalized) is 0.